This data is from Catalyst prediction with 721,799 reactions and 888 catalyst types from USPTO. The task is: Predict which catalyst facilitates the given reaction. (1) Reactant: [CH3:1][O:2][C:3](=[O:13])[CH2:4][C:5]1[CH:10]=[CH:9][C:8](Cl)=[CH:7][C:6]=1[F:12].C1(P(C2CCCCC2)C2C=CC=CC=2C2C(OC)=CC=CC=2OC)CCCCC1.P([O-])([O-])([O-])=O.[K+].[K+].[K+].[CH2:51]([C:53]([C:72]1[CH:77]=[CH:76][C:75](/[CH:78]=[CH:79]/[C:80]2([OH:85])[CH2:84][CH2:83][CH2:82][CH2:81]2)=[C:74]([CH3:86])[CH:73]=1)([C:56]1[CH:61]=[CH:60][C:59](B2OC(C)(C)C(C)(C)O2)=[C:58]([CH3:71])[CH:57]=1)[CH2:54][CH3:55])[CH3:52].C(=O)(O)[O-].[Na+]. Product: [CH3:1][O:2][C:3](=[O:13])[CH2:4][C:5]1[CH:10]=[CH:9][C:8]([C:59]2[CH:60]=[CH:61][C:56]([C:53]([CH2:54][CH3:55])([C:72]3[CH:77]=[CH:76][C:75](/[CH:78]=[CH:79]/[C:80]4([OH:85])[CH2:81][CH2:82][CH2:83][CH2:84]4)=[C:74]([CH3:86])[CH:73]=3)[CH2:51][CH3:52])=[CH:57][C:58]=2[CH3:71])=[CH:7][C:6]=1[F:12]. The catalyst class is: 706. (2) Reactant: [C:1]1([C:7]2[N:11]=[C:10]([NH2:12])[S:9][N:8]=2)[CH:6]=[CH:5][CH:4]=[CH:3][CH:2]=1.[CH3:13][O:14][C:15]1[CH:16]=[C:17]([S:23](Cl)(=[O:25])=[O:24])[CH:18]=[CH:19][C:20]=1[O:21][CH3:22]. Product: [CH3:13][O:14][C:15]1[CH:16]=[C:17]([S:23]([NH:12][C:10]2[S:9][N:8]=[C:7]([C:1]3[CH:2]=[CH:3][CH:4]=[CH:5][CH:6]=3)[N:11]=2)(=[O:24])=[O:25])[CH:18]=[CH:19][C:20]=1[O:21][CH3:22]. The catalyst class is: 17. (3) Product: [Cl:1][C:2]1[CH:7]=[C:6]([O:8][CH2:9][C:10]2[CH:15]=[CH:14][CH:13]=[CH:12][CH:11]=2)[CH:5]=[C:4]([Cl:16])[C:3]=1[O:17][CH2:25][CH2:26][OH:27]. Reactant: [Cl:1][C:2]1[CH:7]=[C:6]([O:8][CH2:9][C:10]2[CH:15]=[CH:14][CH:13]=[CH:12][CH:11]=2)[CH:5]=[C:4]([Cl:16])[C:3]=1[OH:17].C(=O)([O-])[O-].[K+].[K+].Br[CH2:25][CH2:26][OH:27].O. The catalyst class is: 3. (4) Reactant: [CH3:1][C:2]1[CH:7]=[C:6]([N+:8]([O-])=O)[C:5]([CH3:11])=[CH:4][C:3]=1[C:12]1[NH:13][CH:14]=[CH:15][N:16]=1.[H-].[Na+].I[CH3:20]. Product: [CH3:11][C:5]1[CH:4]=[C:3]([C:12]2[N:13]([CH3:20])[CH:14]=[CH:15][N:16]=2)[C:2]([CH3:1])=[CH:7][C:6]=1[NH2:8]. The catalyst class is: 3. (5) Reactant: C([O:8][CH2:9][CH2:10][N:11]1[C:17](=[O:18])[C@@H:16]([NH:19][C:20](=[O:35])[C:21]([OH:34])([CH3:33])[C:22]([NH:24][CH2:25][C:26]([F:32])([F:31])[C:27]([F:30])([F:29])[F:28])=[O:23])[CH2:15][N:14]([CH2:36][C:37]([F:40])([F:39])[F:38])[C:13]2[CH:41]=[CH:42][CH:43]=[CH:44][C:12]1=2)C1C=CC=CC=1. Product: [OH:34][C:21]([CH3:33])([C:22]([NH:24][CH2:25][C:26]([F:32])([F:31])[C:27]([F:28])([F:29])[F:30])=[O:23])[C:20]([NH:19][C@@H:16]1[C:17](=[O:18])[N:11]([CH2:10][CH2:9][OH:8])[C:12]2[CH:44]=[CH:43][CH:42]=[CH:41][C:13]=2[N:14]([CH2:36][C:37]([F:39])([F:40])[F:38])[CH2:15]1)=[O:35]. The catalyst class is: 45. (6) Reactant: C(O[C:6](=[O:32])[NH:7][CH2:8][CH2:9][N:10]1[CH2:19][CH2:18][C:17]2[C:12](=[CH:13][C:14]([O:22][CH3:23])=[C:15]([O:20][CH3:21])[CH:16]=2)[CH:11]1[CH2:24][C:25]1[CH:30]=[CH:29][C:28]([F:31])=[CH:27][CH:26]=1)(C)(C)C.C(O)(C(F)(F)F)=O.[CH2:40]([N:47]([C:49]1[CH:54]=[C:53]([N:55]=C=O)[CH:52]=[CH:51][N:50]=1)[CH3:48])[C:41]1[CH:46]=[CH:45][CH:44]=[CH:43][CH:42]=1. Product: [CH2:40]([N:47]([CH3:48])[C:49]1[CH:54]=[C:53]([NH:55][C:6]([NH:7][CH2:8][CH2:9][N:10]2[CH2:19][CH2:18][C:17]3[C:12](=[CH:13][C:14]([O:22][CH3:23])=[C:15]([O:20][CH3:21])[CH:16]=3)[CH:11]2[CH2:24][C:25]2[CH:26]=[CH:27][C:28]([F:31])=[CH:29][CH:30]=2)=[O:32])[CH:52]=[CH:51][N:50]=1)[C:41]1[CH:42]=[CH:43][CH:44]=[CH:45][CH:46]=1. The catalyst class is: 390. (7) Reactant: [N:1]1[N:2]=[C:3]([C:10]2[CH:19]=[CH:18][C:17]3[C:12](=[C:13]([O:20][CH2:21][C:22]4([OH:36])[CH2:28][CH2:27][CH2:26][N:25]([C:29]([O:31][C:32]([CH3:35])([CH3:34])[CH3:33])=[O:30])[CH2:24][CH2:23]4)[CH:14]=[CH:15][CH:16]=3)[N:11]=2)[N:4]2[CH:9]=[CH:8][CH:7]=[CH:6][C:5]=12.I[CH3:38].[H-].[Na+]. Product: [N:1]1[N:2]=[C:3]([C:10]2[CH:19]=[CH:18][C:17]3[C:12](=[C:13]([O:20][CH2:21][C:22]4([O:36][CH3:38])[CH2:28][CH2:27][CH2:26][N:25]([C:29]([O:31][C:32]([CH3:33])([CH3:35])[CH3:34])=[O:30])[CH2:24][CH2:23]4)[CH:14]=[CH:15][CH:16]=3)[N:11]=2)[N:4]2[CH:9]=[CH:8][CH:7]=[CH:6][C:5]=12. The catalyst class is: 3.